The task is: Predict which catalyst facilitates the given reaction.. This data is from Catalyst prediction with 721,799 reactions and 888 catalyst types from USPTO. (1) Reactant: [CH3:1][O:2][CH2:3][C:4]1[CH:9]=[C:8]([C:10]([F:13])([F:12])[F:11])[N:7]=[C:6]([O:14][CH:15]2[CH2:20][CH2:19][N:18](C(OC(C)(C)C)=O)[CH2:17][CH2:16]2)[CH:5]=1.Cl.O1CCOCC1. Product: [CH3:1][O:2][CH2:3][C:4]1[CH:9]=[C:8]([C:10]([F:13])([F:11])[F:12])[N:7]=[C:6]([O:14][CH:15]2[CH2:20][CH2:19][NH:18][CH2:17][CH2:16]2)[CH:5]=1. The catalyst class is: 2. (2) Reactant: C([O-])([O-])=O.[Cs+].[Cs+].F[C:8]1[CH:23]=[C:22]([C:24]([F:30])([F:29])[C:25]([F:28])([F:27])[F:26])[CH:21]=[CH:20][C:9]=1[C:10]([NH:12][C:13]1[CH:18]=[CH:17][NH:16][C:15](=[O:19])[CH:14]=1)=[O:11].[F:31][C:32]1[CH:37]=[CH:36][C:35]([OH:38])=[C:34]([O:39][CH3:40])[CH:33]=1.O.C(OCC)(=O)C. Product: [F:31][C:32]1[CH:37]=[CH:36][C:35]([O:38][C:8]2[CH:23]=[C:22]([C:24]([F:30])([F:29])[C:25]([F:26])([F:27])[F:28])[CH:21]=[CH:20][C:9]=2[C:10]([NH:12][C:13]2[CH:18]=[CH:17][NH:16][C:15](=[O:19])[CH:14]=2)=[O:11])=[C:34]([O:39][CH3:40])[CH:33]=1. The catalyst class is: 37. (3) Reactant: [CH3:1][O:2][C:3]([CH3:8])=[CH:4][C:5](=O)[CH3:6].Br[C:10]1[CH:15]=[CH:14][CH:13]=[CH:12][CH:11]=1.Cl. Product: [CH3:1][O:2][C:3]1[CH:8]=[C:12]([CH3:13])[C:11]2[C:5]([CH:4]=1)=[CH:6][CH:14]=[CH:15][CH:10]=2. The catalyst class is: 1. (4) Reactant: [N:1]([C:10]1[CH:16]=[CH:15][C:13]([NH2:14])=[CH:12][CH:11]=1)=[N:2][C:3]1[CH:9]=[CH:8][C:6]([NH2:7])=[CH:5][CH:4]=1.C([O:20][CH2:21][CH3:22])(=O)C. Product: [C:21]([NH:14][C:13]1[CH:15]=[CH:16][C:10]([N:1]=[N:2][C:3]2[CH:4]=[CH:5][C:6]([NH2:7])=[CH:8][CH:9]=2)=[CH:11][CH:12]=1)(=[O:20])[C:22]1[CH:8]=[CH:9][CH:3]=[CH:4][CH:5]=1. The catalyst class is: 4. (5) Reactant: [CH3:1][O:2][C:3](=[O:14])[C:4]1[CH:9]=[CH:8][C:7](F)=[C:6]([N+:11]([O-:13])=[O:12])[CH:5]=1.C(=O)([O-])[O-].[K+].[K+].[CH3:21][CH:22]1[CH2:26][CH2:25][CH2:24][CH:23]1[NH2:27].Cl. Product: [CH3:1][O:2][C:3](=[O:14])[C:4]1[CH:9]=[CH:8][C:7]([NH:27][CH:23]2[CH2:24][CH2:25][CH2:26][CH:22]2[CH3:21])=[C:6]([N+:11]([O-:13])=[O:12])[CH:5]=1. The catalyst class is: 136. (6) Reactant: [NH2:1][C@@H:2]1[CH2:7][CH2:6][C@H:5]([N:8]2[C:13](=[O:14])[C:12]3[CH:15]=[C:16]([F:19])[CH:17]=[N:18][C:11]=3[N:10]([C:20]3[CH:21]=[C:22]([C:26]4[CH:31]=[CH:30][C:29]([O:32][CH2:33][CH2:34][OH:35])=[CH:28][CH:27]=4)[CH:23]=[CH:24][CH:25]=3)[C:9]2=[O:36])[CH2:4][CH2:3]1.F[P-](F)(F)(F)(F)F.N1(OC(N(C)C)=[N+](C)C)C2N=CC=CC=2N=N1.[F:61][C:62]1[CH:63]=[CH:64][C:65]2[N:66]([CH:68]=[C:69]([C:71](O)=[O:72])[N:70]=2)[CH:67]=1.C(N(C(C)C)C(C)C)C. Product: [F:61][C:62]1[CH:63]=[CH:64][C:65]2[N:66]([CH:68]=[C:69]([C:71]([NH:1][C@H:2]3[CH2:7][CH2:6][C@@H:5]([N:8]4[C:13](=[O:14])[C:12]5[CH:15]=[C:16]([F:19])[CH:17]=[N:18][C:11]=5[N:10]([C:20]5[CH:21]=[C:22]([C:26]6[CH:31]=[CH:30][C:29]([O:32][CH2:33][CH2:34][OH:35])=[CH:28][CH:27]=6)[CH:23]=[CH:24][CH:25]=5)[C:9]4=[O:36])[CH2:4][CH2:3]3)=[O:72])[N:70]=2)[CH:67]=1. The catalyst class is: 42. (7) Reactant: [CH3:1][C:2]1[CH:7]=[C:6]([C:8]2[CH:13]=[CH:12][C:11]([C:14]([F:17])([F:16])[F:15])=[CH:10][CH:9]=2)[C:5]([C:18]([OH:20])=[O:19])=[CH:4][CH:3]=1.[C:21](=O)([O-])O.[Na+].CI.O. Product: [CH3:1][C:2]1[CH:7]=[C:6]([C:8]2[CH:9]=[CH:10][C:11]([C:14]([F:16])([F:17])[F:15])=[CH:12][CH:13]=2)[C:5]([C:18]([O:20][CH3:21])=[O:19])=[CH:4][CH:3]=1. The catalyst class is: 9.